This data is from Experimentally validated miRNA-target interactions with 360,000+ pairs, plus equal number of negative samples. The task is: Binary Classification. Given a miRNA mature sequence and a target amino acid sequence, predict their likelihood of interaction. (1) The miRNA is mmu-miR-300-3p with sequence UAUGCAAGGGCAAGCUCUCUUC. The protein sequence of the target gene is MLPPAIHFYLLPLACILMKSCLAFKNDATEILYSHVVKPVPAHPSSNSTLNQARNGGRHFSNTGLDRNTRVQVGCRELRSTKYISDGQCTSISPLKELVCAGECLPLPVLPNWIGGGYGTKYWSRRSSQEWRCVNDKTRTQRIQLQCQDGSTRTYKITVVTACKCKRYTRQHNESSHNFESMSPAKPVQHHRERKRASKSSKHSMS. Result: 0 (no interaction). (2) The miRNA is hsa-miR-548at-3p with sequence CAAAACCGCAGUAACUUUUGU. The protein sequence of the target gene is MATEVHNLQELRRSASLATKVFIQRDYSDGTICQFQTKFPPELDSRIERQLFEETVKTLNGFYAEAEKIGGSSYLEGCLACATAYFIFLCMETHYEKVLKKISRYIQEQNEKIFAPRGLLLTDPVERGMRVIEISIYEDRCSSGSSSSGSSSGSGSSSGGGGGAGAR. Result: 0 (no interaction). (3) The miRNA is mmu-miR-3618-3p with sequence CUACAUUAAUGAAAAGAGCAAU. The protein sequence of the target gene is MTGAEIEPSAQAKPEKKAGEEVIAGPERENDVPLVVRPKVRTQATTGARPKTETKSVPAARPKTEAQAMSGARPKTEVQVMGGARPKTEAQGITGARPKTDARAVGGARSKTDAKAIPGARPKDEAQAWAQSEFGTEAVSQAEGVSQTNAVAWPLATAESGSVTKSKGLSMDRELVNVDAETFPGTQGQKGIQPWFGPGEETNMGSWCYSRPRAREEASNESGFWSADETSTASSFWTGEETSVRSWPREESNTRSRHRAKHQTNPRSRPRSKQEAYVDSWSGSEDEASNPFSFWVGENT.... Result: 0 (no interaction). (4) The miRNA is dme-miR-313-3p with sequence UAUUGCACUUUUCACAGCCCGA. The protein sequence of the target gene is MNGLPSAEAPGGAGCALAGLPPLPRGLSGLLNASGGSWRELERVYSQRSRIHDELSRAARAPDGPRHAAGAANAGPAAGPRRPVNLDSALAALRKEMVGLRQLDMSLLCQLWGLYESIQDYKHLCQDLSFCQDLSSSLHSDSSYPPDAGLSDDEEPPDASLPPDPPPLTVPQTHNARDQWLQDAFHISL. Result: 0 (no interaction). (5) The protein sequence of the target gene is MGDWSALGKLLDKVQAYSTAGGKVWLSVLFIFRILLLGTAVESAWGDEQSAFRCNTQQPGCENVCYDKSFPISHVRFWVLQIIFVSVPTLLYLAHVFYVMRKEEKLNKKEEELKVAQTDGVNVDMHLKQIEIKKFKYGIEEHGKVKMRGGLLRTYIISILFKSIFEVAFLLIQWYIYGFSLSAVYTCKRDPCPHQVDCFLSRPTEKTIFIIFMLVVSLVSLALNIIELFYVFFKGVKDRVKGKSDPYHATSGALSPAKDCGSQKYAYFNGCSSPTAPLSPMSPPGYKLVTGDRNNSSCRN.... Result: 1 (interaction). The miRNA is hsa-miR-342-3p with sequence UCUCACACAGAAAUCGCACCCGU.